Dataset: Catalyst prediction with 721,799 reactions and 888 catalyst types from USPTO. Task: Predict which catalyst facilitates the given reaction. (1) Reactant: [N+:1]([C:4]1[CH:9]=[CH:8][C:7]([CH:10]([OH:13])[CH2:11][OH:12])=[CH:6][CH:5]=1)([O-:3])=[O:2].CO[C:16](OC)([CH3:18])[CH3:17].CC1C=CC(S(O)(=O)=O)=CC=1. Product: [CH3:17][C:16]1([CH3:18])[O:13][CH:10]([C:7]2[CH:6]=[CH:5][C:4]([N+:1]([O-:3])=[O:2])=[CH:9][CH:8]=2)[CH2:11][O:12]1. The catalyst class is: 21. (2) Product: [NH2:1][C:4]1[CH:5]=[CH:6][C:7]([N:10]2[CH2:14][CH2:13][C@@H:12]([NH:15][C:16](=[O:18])[CH3:17])[CH2:11]2)=[CH:8][CH:9]=1. Reactant: [N+:1]([C:4]1[CH:9]=[CH:8][C:7]([N:10]2[CH2:14][CH2:13][C@@H:12]([NH:15][C:16](=[O:18])[CH3:17])[CH2:11]2)=[CH:6][CH:5]=1)([O-])=O. The catalyst class is: 45. (3) Reactant: [N:1]1[CH:6]=[CH:5][C:4]([CH2:7][NH:8][C:9]([NH2:11])=[S:10])=[CH:3][CH:2]=1.[C:12]([CH2:14][C:15](OCC)=[O:16])#[N:13]. Product: [NH2:13][C:12]1[N:8]([CH2:7][C:4]2[CH:5]=[CH:6][N:1]=[CH:2][CH:3]=2)[C:9](=[S:10])[NH:11][C:15](=[O:16])[CH:14]=1. The catalyst class is: 15. (4) Reactant: [Br:1][C:2]1[CH:23]=[C:22]([Cl:24])[CH:21]=[CH:20][C:3]=1[CH2:4][CH2:5][NH:6][CH2:7][C:8]([C:10]1[CH:15]=[CH:14][CH:13]=[CH:12][C:11]=1[NH:16][C:17](=[O:19])[CH3:18])=[O:9].[BH4-].[Na+]. Product: [Br:1][C:2]1[CH:23]=[C:22]([Cl:24])[CH:21]=[CH:20][C:3]=1[CH2:4][CH2:5][NH:6][CH2:7][CH:8]([C:10]1[CH:15]=[CH:14][CH:13]=[CH:12][C:11]=1[NH:16][C:17](=[O:19])[CH3:18])[OH:9]. The catalyst class is: 5. (5) Reactant: [NH2:1][C:2]1[C:11]([CH:12]=O)=[CH:10][CH:9]=[CH:8][C:3]=1[C:4]([O:6][CH3:7])=[O:5].[CH:14](=O)[CH2:15][CH3:16].N1CCCCC1. Product: [CH3:16][C:15]1[CH:14]=[N:1][C:2]2[C:11]([CH:12]=1)=[CH:10][CH:9]=[CH:8][C:3]=2[C:4]([O:6][CH3:7])=[O:5]. The catalyst class is: 5. (6) Reactant: [O:1]1[C:5]2[CH:6]=[CH:7][C:8]([CH:10]=[CH:11][C:12]([OH:14])=O)=[CH:9][C:4]=2[O:3][CH2:2]1.ON1C2C=CC=CC=2N=N1.C(N=C=NCCCN(C)C)C.CN1CCOCC1.[NH2:43][C:44]1[CH:49]=[CH:48][CH:47]=[CH:46][C:45]=1[NH:50][C:51]([C:53]1[S:54][C:55]2[CH2:56][NH:57][CH2:58][CH2:59][C:60]=2[N:61]=1)=[O:52]. Product: [NH2:43][C:44]1[CH:49]=[CH:48][CH:47]=[CH:46][C:45]=1[NH:50][C:51]([C:53]1[S:54][C:55]2[CH2:56][N:57]([C:12](=[O:14])[CH:11]=[CH:10][C:8]3[CH:7]=[CH:6][C:5]4[O:1][CH2:2][O:3][C:4]=4[CH:9]=3)[CH2:58][CH2:59][C:60]=2[N:61]=1)=[O:52]. The catalyst class is: 3.